Dataset: Full USPTO retrosynthesis dataset with 1.9M reactions from patents (1976-2016). Task: Predict the reactants needed to synthesize the given product. Given the product [Si:31]([O:24][CH2:23][C@H:22]1[O:25][C@@H:17]([N:16]2[C:26]3[N:27]=[CH:28][N:29]=[C:12]([NH:11][C:9](=[O:10])[CH2:8][O:1][C:2]4[CH:3]=[CH:4][CH:5]=[CH:6][CH:7]=4)[C:13]=3[N:14]=[CH:15]2)[C@H:18]([OH:19])[C@@H:20]1[OH:21])([C:32]([CH3:35])([CH3:34])[CH3:33])([CH3:36])[CH3:30], predict the reactants needed to synthesize it. The reactants are: [O:1]([CH2:8][C:9]([NH:11][C:12]1[C:13]2[N:14]=[CH:15][N:16]([C:26]=2[N:27]=[CH:28][N:29]=1)[C@@H:17]1[O:25][C@H:22]([CH2:23][OH:24])[C@@H:20]([OH:21])[C@H:18]1[OH:19])=[O:10])[C:2]1[CH:7]=[CH:6][CH:5]=[CH:4][CH:3]=1.[CH3:30][Si:31](Cl)([CH3:36])[C:32]([CH3:35])([CH3:34])[CH3:33].C(=O)(O)[O-].[Na+].